Predict the reactants needed to synthesize the given product. From a dataset of Full USPTO retrosynthesis dataset with 1.9M reactions from patents (1976-2016). (1) Given the product [N:1]1[C:10]2[CH:9]([C:11]([O:13][CH2:14][CH3:15])=[O:12])[CH2:8][CH2:7][CH2:6][C:5]=2[CH:4]=[CH:3][CH:2]=1, predict the reactants needed to synthesize it. The reactants are: [N:1]1[C:10]2[C:9](C(OCC)=O)([C:11]([O:13][CH2:14][CH3:15])=[O:12])[CH2:8][CH2:7][CH2:6][C:5]=2[CH:4]=[CH:3][CH:2]=1.[OH-].[Na+]. (2) Given the product [C:4]([CH2:5][CH:6]([N:13]1[C:17]2[CH:18]=[CH:19][C:20]([C:22]([OH:24])=[O:23])=[CH:21][C:16]=2[N:15]=[CH:14]1)[C:7]1[CH:8]=[CH:9][CH:10]=[CH:11][CH:12]=1)([OH:25])=[O:3], predict the reactants needed to synthesize it. The reactants are: C([O:3][C:4](=[O:25])[CH2:5][CH:6]([N:13]1[C:17]2[CH:18]=[CH:19][C:20]([C:22]([OH:24])=[O:23])=[CH:21][C:16]=2[N:15]=[CH:14]1)[C:7]1[CH:12]=[CH:11][CH:10]=[CH:9][CH:8]=1)C.C(#N)C. (3) Given the product [C:1]1([N:7]2[CH2:8][CH2:9][CH:10]([CH:13]=[O:14])[CH2:11][CH2:12]2)[CH:2]=[CH:3][CH:4]=[CH:5][CH:6]=1, predict the reactants needed to synthesize it. The reactants are: [C:1]1([N:7]2[CH2:12][CH2:11][CH:10]([CH2:13][OH:14])[CH2:9][CH2:8]2)[CH:6]=[CH:5][CH:4]=[CH:3][CH:2]=1.C1CCN2C(=NCCC2)CC1.C(N=S(Cl)C1C=CC=CC=1)(C)(C)C.O. (4) Given the product [CH3:51][C@@H:40]1[NH:41][CH2:42][CH2:43][N:38]([CH2:37][C:33]2[CH:32]=[C:31]([C:29]3[S:30][C:26]([CH2:25][NH:24][C:18](=[O:20])[C:17]4[CH:21]=[CH:22][CH:23]=[C:15]([CH2:14][CH:11]5[CH2:10][CH2:9][NH:8][CH2:13][CH2:12]5)[CH:16]=4)=[CH:27][CH:28]=3)[CH:36]=[CH:35][CH:34]=2)[CH2:39]1, predict the reactants needed to synthesize it. The reactants are: CC(OC([N:8]1[CH2:13][CH2:12][CH:11]([CH2:14][C:15]2[CH:16]=[C:17]([CH:21]=[CH:22][CH:23]=2)[C:18]([OH:20])=O)[CH2:10][CH2:9]1)=O)(C)C.[NH2:24][CH2:25][C:26]1[S:30][C:29]([C:31]2[CH:32]=[C:33]([CH2:37][N:38]3[CH2:43][CH2:42][N:41](C(OC(C)(C)C)=O)[C@@H:40]([CH3:51])[CH2:39]3)[CH:34]=[CH:35][CH:36]=2)=[CH:28][CH:27]=1.C(Cl)CCl.C1C=CC2N(O)N=NC=2C=1.C([O-])([O-])=O.[Na+].[Na+].C(O)(C(F)(F)F)=O. (5) Given the product [OH:1][C:2]1[C:3]([CH:20]([C:19]2[CH:27]=[CH:28][CH:29]=[CH:30][C:18]=2[O:17][CH3:16])[N:21]2[CH2:26][CH2:25][O:24][CH2:23][CH2:22]2)=[C:4]2[C:9](=[CH:10][CH:11]=1)[C:8]([C:12]([OH:14])=[O:13])=[CH:7][CH:6]=[CH:5]2, predict the reactants needed to synthesize it. The reactants are: [OH:1][C:2]1[CH:3]=[C:4]2[C:9](=[CH:10][CH:11]=1)[C:8]([C:12]([OH:14])=[O:13])=[CH:7][CH:6]=[CH:5]2.[Cl-].[CH3:16][O:17][C:18]1[CH:30]=[CH:29][CH:28]=[CH:27][C:19]=1[CH:20]=[N+:21]1[CH2:26][CH2:25][O:24][CH2:23][CH2:22]1. (6) Given the product [Cl:23][C:24]1[S:25][C:26]([Cl:42])=[CH:27][C:28]=1[S:29]([NH:32][C:33]1[N:34]=[N:35][C:36]([Cl:41])=[CH:37][C:38]=1[OH:39])(=[O:30])=[O:31], predict the reactants needed to synthesize it. The reactants are: ClC1N=NC(NS(CC2C=C(C#N)C=CC=2Cl)(=O)=O)=C(O)C=1.[Cl:23][C:24]1[S:25][C:26]([Cl:42])=[CH:27][C:28]=1[S:29]([NH:32][C:33]1[N:34]=[N:35][C:36]([Cl:41])=[CH:37][C:38]=1[O:39]C)(=[O:31])=[O:30].ClC1N=NC(NS(CC2C=C(C#N)C=CC=2Cl)(=O)=O)=C(OC)C=1. (7) Given the product [C:6]([O:10][C:11](=[O:47])[N:12]([CH2:36][C:37]1[CH:46]=[CH:45][C:40]2[O:41][CH2:42][CH2:43][O:44][C:39]=2[CH:38]=1)[CH:13]1[CH2:14][CH2:15][N:16]([CH2:19][CH2:20][N:21]2[C:30]3[C:25](=[C:26]([CH:33]([OH:34])[CH2:2][CH3:3])[CH:27]=[C:28]([O:31][CH3:32])[CH:29]=3)[CH:24]=[CH:23][C:22]2=[O:35])[CH2:17][CH2:18]1)([CH3:9])([CH3:7])[CH3:8], predict the reactants needed to synthesize it. The reactants are: O1CC[CH2:3][CH2:2]1.[C:6]([O:10][C:11](=[O:47])[N:12]([CH2:36][C:37]1[CH:46]=[CH:45][C:40]2[O:41][CH2:42][CH2:43][O:44][C:39]=2[CH:38]=1)[CH:13]1[CH2:18][CH2:17][N:16]([CH2:19][CH2:20][N:21]2[C:30]3[C:25](=[C:26]([CH:33]=[O:34])[CH:27]=[C:28]([O:31][CH3:32])[CH:29]=3)[CH:24]=[CH:23][C:22]2=[O:35])[CH2:15][CH2:14]1)([CH3:9])([CH3:8])[CH3:7].C([Mg]Br)C.O1CCCC1.[Cl-].[NH4+].